From a dataset of Full USPTO retrosynthesis dataset with 1.9M reactions from patents (1976-2016). Predict the reactants needed to synthesize the given product. (1) The reactants are: [CH3:1][O:2][C:3]([C@H:5]1[CH2:10][CH2:9][C@H:8]([C:11](=O)[NH:12][CH2:13][C:14]([C:16]2[CH:21]=[CH:20][CH:19]=[C:18]([Br:22])[N:17]=2)=O)[CH2:7][CH2:6]1)=[O:4].COC1C=CC(P2(SP(C3C=CC(OC)=CC=3)(=S)S2)=[S:33])=CC=1. Given the product [CH3:1][O:2][C:3]([C@H:5]1[CH2:10][CH2:9][C@H:8]([C:11]2[S:33][C:14]([C:16]3[CH:21]=[CH:20][CH:19]=[C:18]([Br:22])[N:17]=3)=[CH:13][N:12]=2)[CH2:7][CH2:6]1)=[O:4], predict the reactants needed to synthesize it. (2) Given the product [F:12][C:10]([F:11])([P:5]([OH:6])([OH:9])=[O:4])[C:13]1[CH:18]=[CH:17][C:16]([CH2:19][NH:20][CH2:21][C:22]2[CH:27]=[CH:26][C:25]([C:28]([P:31](=[O:32])([OH:33])[OH:36])([F:30])[F:29])=[CH:24][CH:23]=2)=[CH:15][CH:14]=1, predict the reactants needed to synthesize it. The reactants are: Cl.C([O:4][P:5]([C:10]([C:13]1[CH:18]=[CH:17][C:16]([CH2:19][NH:20][CH2:21][C:22]2[CH:27]=[CH:26][C:25]([C:28]([P:31]([O:36]CC)([O:33]CC)=[O:32])([F:30])[F:29])=[CH:24][CH:23]=2)=[CH:15][CH:14]=1)([F:12])[F:11])(=[O:9])[O:6]CC)C.I[Si](C)(C)C. (3) Given the product [CH3:1][N:2]([N:3]1[CH:7]=[C:6]([C:8]2[CH:9]=[N:10][CH:11]=[CH:12][CH:13]=2)[N:5]=[C:4]1[CH3:14])[C:19](=[O:20])[CH2:18][CH:17]([S:16][CH3:15])[CH3:22], predict the reactants needed to synthesize it. The reactants are: [CH3:1][NH:2][N:3]1[CH:7]=[C:6]([C:8]2[CH:9]=[N:10][CH:11]=[CH:12][CH:13]=2)[N:5]=[C:4]1[CH3:14].[CH3:15][S:16][CH:17]([CH3:22])[CH2:18][C:19](Cl)=[O:20].C([O-])([O-])=O.[K+].[K+]. (4) Given the product [C:10]([C:8]1[CH:7]=[CH:6][CH:5]=[C:4]2[C:9]=1[N:1]([CH2:15][C:16]([O:18][CH2:19][CH3:20])=[O:17])[CH:2]=[CH:3]2)#[N:11], predict the reactants needed to synthesize it. The reactants are: [NH:1]1[C:9]2[C:4](=[CH:5][CH:6]=[CH:7][C:8]=2[C:10]#[N:11])[CH:3]=[CH:2]1.[H-].[Na+].Br[CH2:15][C:16]([O:18][CH2:19][CH3:20])=[O:17]. (5) Given the product [C:42]1([CH:7]([C:1]2[CH:6]=[CH:5][CH:4]=[CH:3][CH:2]=2)[CH2:8][CH2:9][O:10][C:11]([C:13]2[C:14]([C:35]3[CH:40]=[CH:39][CH:38]=[C:37]([Cl:41])[CH:36]=3)=[N:15][C:16]([C:29]3[CH:30]=[CH:31][CH:32]=[CH:33][CH:34]=3)=[N:17][C:18]=2[CH2:19][O:20][CH2:21][CH2:22][CH2:23][CH2:24][CH2:25][CH2:26][CH2:27][CH3:28])=[O:12])[CH:43]=[CH:44][CH:45]=[CH:46][CH:47]=1, predict the reactants needed to synthesize it. The reactants are: [C:1]1([CH:7]([C:42]2[CH:47]=[CH:46][CH:45]=[CH:44][CH:43]=2)[CH2:8][CH2:9][O:10][C:11]([C:13]2[CH:14]([C:35]3[CH:40]=[CH:39][CH:38]=[C:37]([Cl:41])[CH:36]=3)[N:15]=[C:16]([C:29]3[CH:34]=[CH:33][CH:32]=[CH:31][CH:30]=3)[NH:17][C:18]=2[CH2:19][O:20][CH2:21][CH2:22][CH:23]2[CH2:28][CH2:27][CH2:26][CH2:25][CH2:24]2)=[O:12])[CH:6]=[CH:5][CH:4]=[CH:3][CH:2]=1.O.